From a dataset of Reaction yield outcomes from USPTO patents with 853,638 reactions. Predict the reaction yield, written as a fraction of the theoretical maximum amount of product (1.0 means a 100% yield; for example, 0.34 means a 34% yield). (1) The reactants are [Cl:1][C:2]1[CH:7]=[CH:6][CH:5]=[CH:4][C:3]=1[NH:8][C:9]([C:11]1[CH:15]=[CH:14][NH:13][N:12]=1)=[O:10].[C:16](Cl)(=[O:34])[CH2:17][CH2:18][CH2:19][CH2:20][CH2:21][CH2:22][CH2:23]/[CH:24]=[CH:25]\[CH2:26][CH2:27][CH2:28][CH2:29][CH2:30][CH2:31][CH2:32][CH3:33]. The product is [Cl:1][C:2]1[CH:7]=[CH:6][CH:5]=[CH:4][C:3]=1[NH:8][C:9]([C:11]1[CH:15]=[CH:14][N:13]([C:16](=[O:34])[CH2:17][CH2:18][CH2:19][CH2:20][CH2:21][CH2:22][CH2:23]/[CH:24]=[CH:25]\[CH2:26][CH2:27][CH2:28][CH2:29][CH2:30][CH2:31][CH2:32][CH3:33])[N:12]=1)=[O:10]. The catalyst is CN(C1C=CN=CC=1)C.C(Cl)Cl. The yield is 0.680. (2) The reactants are [CH:1]1([CH2:4][O:5][C:6]2[CH:7]=[C:8]([CH2:12][CH2:13][C:14]3[NH:18][N:17]=[C:16]([NH2:19])[CH:15]=3)[CH:9]=[CH:10][CH:11]=2)[CH2:3][CH2:2]1.C(N(C(C)C)C(C)C)C.[Cl:29][C:30]1[N:35]=[C:34](Cl)[CH:33]=[CH:32][N:31]=1.O. The catalyst is C(O)C. The product is [Cl:29][C:30]1[N:35]=[C:34]([NH:19][C:16]2[CH:15]=[C:14]([CH2:13][CH2:12][C:8]3[CH:9]=[CH:10][CH:11]=[C:6]([O:5][CH2:4][CH:1]4[CH2:3][CH2:2]4)[CH:7]=3)[NH:18][N:17]=2)[CH:33]=[CH:32][N:31]=1. The yield is 0.470. (3) The reactants are [F:1][C:2]1[C:10]([N+:11]([O-:13])=[O:12])=[CH:9][C:8]([F:14])=[CH:7][C:3]=1[C:4]([OH:6])=[O:5].[CH3:15]O. No catalyst specified. The product is [F:1][C:2]1[C:10]([N+:11]([O-:13])=[O:12])=[CH:9][C:8]([F:14])=[CH:7][C:3]=1[C:4]([O:6][CH3:15])=[O:5]. The yield is 0.724. (4) The reactants are Cl.[NH:2]([C:4]1[CH:9]=[CH:8][C:7]([CH2:10][NH:11][S:12]([CH3:15])(=[O:14])=[O:13])=[CH:6][CH:5]=1)[NH2:3].C([O-])(=O)C.[Na+].[O:21]1[CH:26]=[CH:25][CH2:24][CH2:23][CH2:22]1. The catalyst is O.C(O)C. The product is [OH:21][CH2:22][CH2:23][CH2:24][CH2:25][CH:26]=[N:3][NH:2][C:4]1[CH:9]=[CH:8][C:7]([CH2:10][NH:11][S:12]([CH3:15])(=[O:14])=[O:13])=[CH:6][CH:5]=1. The yield is 0.390. (5) The reactants are [C:1]([C:3]1[CH:4]=[C:5]([NH:9][C:10]2[C:11]3[CH:19]=[C:18](F)[N:17]=[CH:16][C:12]=3[N:13]=[CH:14][N:15]=2)[CH:6]=[CH:7][CH:8]=1)#[CH:2].[CH3:21][O:22][C:23]1[CH:30]=[CH:29][C:26]([CH2:27][NH2:28])=[CH:25][CH:24]=1. The catalyst is CS(C)=O. The product is [C:1]([C:3]1[CH:4]=[C:5]([NH:9][C:10]2[C:11]3[CH:19]=[C:18]([NH:28][CH2:27][C:26]4[CH:29]=[CH:30][C:23]([O:22][CH3:21])=[CH:24][CH:25]=4)[N:17]=[CH:16][C:12]=3[N:13]=[CH:14][N:15]=2)[CH:6]=[CH:7][CH:8]=1)#[CH:2]. The yield is 0.800.